From a dataset of Reaction yield outcomes from USPTO patents with 853,638 reactions. Predict the reaction yield, written as a fraction of the theoretical maximum amount of product (1.0 means a 100% yield; for example, 0.34 means a 34% yield). (1) The reactants are [F:1][C:2]1[CH:3]=[CH:4][C:5]([C:8]2[C:12](/[CH:13]=[CH:14]/[C:15]3[S:16][C:17]([C:20]([OH:22])=O)=[CH:18][N:19]=3)=[C:11]([CH3:23])[O:10][N:9]=2)=[N:6][CH:7]=1.[NH2:24][C:25]([CH3:29])([CH3:28])[CH2:26][OH:27]. No catalyst specified. The product is [OH:27][CH2:26][C:25]([NH:24][C:20]([C:17]1[S:16][C:15](/[CH:14]=[CH:13]/[C:12]2[C:8]([C:5]3[CH:4]=[CH:3][C:2]([F:1])=[CH:7][N:6]=3)=[N:9][O:10][C:11]=2[CH3:23])=[N:19][CH:18]=1)=[O:22])([CH3:29])[CH3:28]. The yield is 0.460. (2) The reactants are [C:1]([C:3]1[CH:8]=[CH:7][C:6]([CH:9]([C:27]2[N:31]([CH3:32])[CH:30]=[N:29][CH:28]=2)[O:10][CH2:11][C:12]2[CH:19]=[CH:18][C:15]([C:16]#[N:17])=[CH:14][C:13]=2[C:20]2[CH:25]=[CH:24][C:23](=[O:26])[NH:22][CH:21]=2)=[CH:5][CH:4]=1)#[N:2].[H-].[Na+].[CH3:35][CH2:36][CH2:37]Br. The catalyst is CN(C=O)C. The product is [C:1]([C:3]1[CH:8]=[CH:7][C:6]([CH:9]([C:27]2[N:31]([CH3:32])[CH:30]=[N:29][CH:28]=2)[O:10][CH2:11][C:12]2[CH:19]=[CH:18][C:15]([C:16]#[N:17])=[CH:14][C:13]=2[C:20]2[CH:25]=[CH:24][C:23](=[O:26])[N:22]([CH2:35][CH2:36][CH3:37])[CH:21]=2)=[CH:5][CH:4]=1)#[N:2]. The yield is 0.350. (3) The reactants are [Cl:1][C:2]1[CH:3]=[C:4]([CH:7]=[CH:8][C:9]=1[CH2:10][N:11]1[C:19](=[O:20])[C:18]2[C:13](=[CH:14][CH:15]=[CH:16][CH:17]=2)[C:12]1=[O:21])[CH:5]=O.[C:22]([O-])([O-])=O.[K+].[K+]. The catalyst is O1CCOCC1.[Br-].C[P+](C1C=CC=CC=1)(C1C=CC=CC=1)C1C=CC=CC=1. The product is [Cl:1][C:2]1[CH:3]=[C:4]([CH:5]=[CH2:22])[CH:7]=[CH:8][C:9]=1[CH2:10][N:11]1[C:19](=[O:20])[C:18]2[C:13](=[CH:14][CH:15]=[CH:16][CH:17]=2)[C:12]1=[O:21]. The yield is 0.700. (4) The product is [CH3:1][NH:2][C:3]1([C:6]([O:8][CH3:9])=[O:7])[CH2:5][CH2:4]1. The reactants are [CH3:1][N:2](C(OCC1C=CC=CC=1)=O)[C:3]1([C:6]([O:8][CH3:9])=[O:7])[CH2:5][CH2:4]1. The catalyst is CO. The yield is 0.450. (5) The reactants are [CH3:1][C:2]1[CH:7]=[C:6]([N+:8]([O-:10])=[O:9])[CH:5]=[CH:4][C:3]=1[N:11]=[C:12]1[NH:16][CH2:15][CH2:14][S:13]1.[C:17](Cl)(=[O:20])[CH2:18][CH3:19].CCN(CC)CC. The catalyst is C(Cl)Cl. The product is [CH3:1][C:2]1[CH:7]=[C:6]([N+:8]([O-:10])=[O:9])[CH:5]=[CH:4][C:3]=1[N:11]=[C:12]1[N:16]([C:17](=[O:20])[CH2:18][CH3:19])[CH2:15][CH2:14][S:13]1. The yield is 0.350. (6) The reactants are [OH-].[Na+].[O:3]=[C:4]1[CH2:9][N:8](C(=O)C(F)(F)F)[CH2:7][CH2:6][N:5]1[C:16]1[CH:21]=[CH:20][C:19]([S:22]([NH:25][C:26]2[CH:31]=[CH:30][N:29]=[CH:28][N:27]=2)(=[O:24])=[O:23])=[CH:18][CH:17]=1.Cl. No catalyst specified. The product is [O:3]=[C:4]1[CH2:9][NH:8][CH2:7][CH2:6][N:5]1[C:16]1[CH:17]=[CH:18][C:19]([S:22]([NH:25][C:26]2[CH:31]=[CH:30][N:29]=[CH:28][N:27]=2)(=[O:24])=[O:23])=[CH:20][CH:21]=1. The yield is 1.00. (7) The reactants are [CH3:1][O:2][C:3]1[CH:11]=[CH:10][CH:9]=[CH:8][C:4]=1[C:5]([OH:7])=[O:6].[Cl:12][S:13](O)(=[O:15])=[O:14].S(Cl)(Cl)=O. No catalyst specified. The product is [Cl:12][S:13]([C:9]1[CH:10]=[CH:11][C:3]([O:2][CH3:1])=[C:4]([CH:8]=1)[C:5]([OH:7])=[O:6])(=[O:15])=[O:14]. The yield is 0.939. (8) The catalyst is C(N(CC)CC)C.[Cu]I.[Pd](Cl)Cl.C1(P(C2C=CC=CC=2)C2C=CC=CC=2)C=CC=CC=1.C1(P(C2C=CC=CC=2)C2C=CC=CC=2)C=CC=CC=1. The product is [Cl:1][C:2]1[N:3]=[C:4]([C:15]#[C:14][C:13]([CH3:17])([CH3:16])[CH3:12])[CH:5]=[CH:6][C:7]=1[C:8]([OH:10])=[O:9]. The yield is 0.0500. The reactants are [Cl:1][C:2]1[C:7]([C:8]([OH:10])=[O:9])=[CH:6][CH:5]=[C:4](Cl)[N:3]=1.[CH3:12][C:13]([CH3:17])([CH3:16])[C:14]#[CH:15]. (9) The reactants are [Cl:1][C:2]1[CH:7]=[CH:6][C:5]([CH2:8]Cl)=[CH:4][N:3]=1.[F:10][CH:11]([F:14])[CH2:12][NH2:13].C(N(CC)CC)C. The catalyst is C(#N)C. The product is [Cl:1][C:2]1[N:3]=[CH:4][C:5]([CH2:8][NH:13][CH2:12][CH:11]([F:14])[F:10])=[CH:6][CH:7]=1. The yield is 0.530. (10) The reactants are Br[C:2]1[CH:7]=[CH:6][N:5]=[C:4]([O:8][CH3:9])[CH:3]=1.[C:10]1(/[CH:16]=[CH:17]/B(O)O)[CH:15]=[CH:14][CH:13]=[CH:12][CH:11]=1.C([O-])([O-])=O.[K+].[K+]. The catalyst is CS(C)=O.C1C=CC(P(C2C=CC=CC=2)[C-]2C=CC=C2)=CC=1.C1C=CC(P(C2C=CC=CC=2)[C-]2C=CC=C2)=CC=1.Cl[Pd]Cl.[Fe+2]. The product is [CH3:9][O:8][C:4]1[CH:3]=[C:2](/[CH:17]=[CH:16]/[C:10]2[CH:15]=[CH:14][CH:13]=[CH:12][CH:11]=2)[CH:7]=[CH:6][N:5]=1. The yield is 0.930.